From a dataset of Catalyst prediction with 721,799 reactions and 888 catalyst types from USPTO. Predict which catalyst facilitates the given reaction. (1) Reactant: [CH3:1][N+:2]1([CH3:26])[C@@H:7]2[C@@H:8]3[O:10][C@@H:9]3[C@H:3]1[CH2:4][C@@H:5]([O:11][C:12]([C:14]([OH:25])([C:20]1[S:24][CH:23]=[CH:22][CH:21]=1)[C:15]1[S:19][CH:18]=[CH:17][CH:16]=1)=[O:13])[CH2:6]2.O.[Br-].C(=O)(O)[O-].[C:33]([OH:40])(=[O:39])[CH2:34][CH2:35][C:36]([OH:38])=[O:37]. Product: [CH3:1][N+:2]1([CH3:26])[C@@H:3]2[C@@H:9]3[O:10][C@@H:8]3[C@H:7]1[CH2:6][C@@H:5]([O:11][C:12]([C:14]([OH:25])([C:15]1[S:19][CH:18]=[CH:17][CH:16]=1)[C:20]1[S:24][CH:23]=[CH:22][CH:21]=1)=[O:13])[CH2:4]2.[C:33]([O-:40])(=[O:39])[CH2:34][CH2:35][C:36]([O-:38])=[O:37].[CH3:1][N+:2]1([CH3:26])[C@@H:3]2[C@@H:9]3[O:10][C@@H:8]3[C@H:7]1[CH2:6][C@@H:5]([O:11][C:12]([C:14]([OH:25])([C:15]1[S:19][CH:18]=[CH:17][CH:16]=1)[C:20]1[S:24][CH:23]=[CH:22][CH:21]=1)=[O:13])[CH2:4]2. The catalyst class is: 716. (2) Reactant: [F:1][C:2]1[CH:3]=[C:4]([CH:7]=[CH:8][C:9]=1[OH:10])[C:5]#[N:6].[H-].[Na+].Br[CH2:14][CH2:15][CH2:16][CH2:17][CH2:18][CH3:19].BrCCCCCCCCOC1C=CC=C(C)C=1. Product: [F:1][C:2]1[CH:3]=[C:4]([CH:7]=[CH:8][C:9]=1[O:10][CH2:14][CH2:15][CH2:16][CH2:17][CH2:18][CH3:19])[C:5]#[N:6]. The catalyst class is: 3. (3) Reactant: [N:1]1[CH:6]=[CH:5][CH:4]=[C:3]([NH:7][C:8](=O)[O:9]C2C=CC=CC=2)[CH:2]=1.FC(F)(F)C(O)=O.[C:24]1([C:30](=[C:48]2[CH2:53][CH2:52][NH:51][CH2:50][CH2:49]2)[C:31]2[CH:32]=[C:33]([CH:45]=[CH:46][CH:47]=2)[O:34][C:35]2[CH:40]=[CH:39][C:38]([C:41]([F:44])([F:43])[F:42])=[CH:37][N:36]=2)[CH:29]=[CH:28][CH:27]=[CH:26][CH:25]=1.C(N(CC)CC)C.C(OCC)C. Product: [C:24]1([C:30]([C:31]2[CH:47]=[CH:46][CH:45]=[C:33]([O:34][C:35]3[CH:40]=[CH:39][C:38]([C:41]([F:43])([F:44])[F:42])=[CH:37][N:36]=3)[CH:32]=2)=[C:48]2[CH2:53][CH2:52][N:51]([C:8]([NH:7][C:3]3[CH:2]=[N:1][CH:6]=[CH:5][CH:4]=3)=[O:9])[CH2:50][CH2:49]2)[CH:29]=[CH:28][CH:27]=[CH:26][CH:25]=1. The catalyst class is: 549. (4) Reactant: [Cl:1][C:2]1[CH:3]=[C:4]([C:12]2[S:13][C:14]([C:17]3[CH:22]=[CH:21][N:20]=[C:19]4[N:23]([CH2:26][CH2:27][C:28]([O:30]CC)=[O:29])[CH:24]=[CH:25][C:18]=34)=[CH:15][N:16]=2)[CH:5]=[CH:6][C:7]=1[O:8][CH:9]([CH3:11])[CH3:10].[OH-].[Na+].Cl. Product: [Cl:1][C:2]1[CH:3]=[C:4]([C:12]2[S:13][C:14]([C:17]3[CH:22]=[CH:21][N:20]=[C:19]4[N:23]([CH2:26][CH2:27][C:28]([OH:30])=[O:29])[CH:24]=[CH:25][C:18]=34)=[CH:15][N:16]=2)[CH:5]=[CH:6][C:7]=1[O:8][CH:9]([CH3:11])[CH3:10]. The catalyst class is: 3. (5) Reactant: [Cl:1][C:2]1[CH:7]=[CH:6][C:5]([C:8]2[CH:13]=[CH:12][CH:11]=[CH:10][CH:9]=2)=[C:4]([CH2:14]CC#N)[CH:3]=1.[OH-:18].[Na+].[CH2:20]([OH:22])[CH3:21]. Product: [Cl:1][C:2]1[CH:7]=[CH:6][C:5]([C:8]2[CH:13]=[CH:12][CH:11]=[CH:10][CH:9]=2)=[C:4]([CH2:14][CH2:21][C:20]([OH:18])=[O:22])[CH:3]=1. The catalyst class is: 6. (6) Reactant: Cl[C:2]1[CH:7]=[C:6]([N:8]2[C:12]([CH3:13])=[N:11][C:10]([CH3:14])=[N:9]2)[N:5]=[C:4]([S:15][CH3:16])[N:3]=1.[CH2:17]([Sn](CCCC)(CCCC)C=C)[CH2:18]CC. Product: [CH3:14][C:10]1[N:11]=[C:12]([CH3:13])[N:8]([C:6]2[CH:7]=[C:2]([CH:17]=[CH2:18])[N:3]=[C:4]([S:15][CH3:16])[N:5]=2)[N:9]=1. The catalyst class is: 109.